Dataset: Catalyst prediction with 721,799 reactions and 888 catalyst types from USPTO. Task: Predict which catalyst facilitates the given reaction. (1) Reactant: [OH:1][C:2]1[CH:7]=[C:6]([O:8][CH3:9])[CH:5]=[CH:4][C:3]=1[C:10]([C:12]1[CH:17]=[CH:16][CH:15]=[C:14]([O:18][CH2:19][C:20]2[N:21]=[C:22]([C:26]3[CH:31]=[CH:30][CH:29]=[CH:28][CH:27]=3)[O:23][C:24]=2[CH3:25])[CH:13]=1)=[O:11].O1CCCC1.C(O)C.[BH4-].[Na+]. Product: [OH:1][C:2]1[CH:7]=[C:6]([O:8][CH3:9])[CH:5]=[CH:4][C:3]=1[CH:10]([C:12]1[CH:17]=[CH:16][CH:15]=[C:14]([O:18][CH2:19][C:20]2[N:21]=[C:22]([C:26]3[CH:27]=[CH:28][CH:29]=[CH:30][CH:31]=3)[O:23][C:24]=2[CH3:25])[CH:13]=1)[OH:11]. The catalyst class is: 6. (2) Reactant: C(OC(=O)[NH:7][C@H:8]([CH2:27][C:28]1[CH:33]=[C:32]([F:34])[C:31]([F:35])=[CH:30][C:29]=1[F:36])[CH2:9][C:10]1[N:14]2[CH2:15][CH2:16][C:17]3[C:18](=[N:19][C:20]([C:23]([F:26])([F:25])[F:24])=[N:21][CH:22]=3)[C:13]2=[N:12][N:11]=1)(C)(C)C.[ClH:38]. Product: [ClH:38].[F:36][C:29]1[CH:30]=[C:31]([F:35])[C:32]([F:34])=[CH:33][C:28]=1[CH2:27][C@@H:8]([NH2:7])[CH2:9][C:10]1[N:14]2[CH2:15][CH2:16][C:17]3[C:18](=[N:19][C:20]([C:23]([F:24])([F:26])[F:25])=[N:21][CH:22]=3)[C:13]2=[N:12][N:11]=1. The catalyst class is: 12. (3) Reactant: C(O[CH:4](OCC)[CH2:5][NH:6][C:7]([C:9]1[CH:38]=[CH:37][C:12]2[N:13]([C:20]3[CH:25]=[N:24][C:23]([NH:26][C:27](=[O:36])[C:28]4[C:33]([F:34])=[CH:32][CH:31]=[CH:30][C:29]=4[F:35])=[CH:22][N:21]=3)[C:14]([C:16]([F:19])([F:18])[F:17])=[N:15][C:11]=2[CH:10]=1)=[O:8])C.O=P12OP3(OP(OP(O3)(O1)=O)(=O)O2)=O.CCOC(C)=O. Product: [F:34][C:33]1[CH:32]=[CH:31][CH:30]=[C:29]([F:35])[C:28]=1[C:27]([NH:26][C:23]1[CH:22]=[N:21][C:20]([N:13]2[C:12]3[CH:37]=[CH:38][C:9]([C:7]4[O:8][CH:4]=[CH:5][N:6]=4)=[CH:10][C:11]=3[N:15]=[C:14]2[C:16]([F:19])([F:18])[F:17])=[CH:25][N:24]=1)=[O:36]. The catalyst class is: 501. (4) Reactant: Cl[C:2]1[N:9]=[C:8]([C:10]2[CH:15]=[CH:14][C:13]([Cl:16])=[CH:12][C:11]=2[Cl:17])[C:7]([C:18]2[CH:23]=[CH:22][C:21]([CH3:24])=[CH:20][CH:19]=2)=[CH:6][C:3]=1[C:4]#[N:5].[NH:25]1[CH2:30][CH2:29][CH2:28][CH2:27][CH2:26]1. Product: [Cl:17][C:11]1[CH:12]=[C:13]([Cl:16])[CH:14]=[CH:15][C:10]=1[C:8]1[C:7]([C:18]2[CH:19]=[CH:20][C:21]([CH3:24])=[CH:22][CH:23]=2)=[CH:6][C:3]([C:4]#[N:5])=[C:2]([N:25]2[CH2:30][CH2:29][CH2:28][CH2:27][CH2:26]2)[N:9]=1. The catalyst class is: 11.